This data is from Peptide-MHC class I binding affinity with 185,985 pairs from IEDB/IMGT. The task is: Regression. Given a peptide amino acid sequence and an MHC pseudo amino acid sequence, predict their binding affinity value. This is MHC class I binding data. The peptide sequence is KIFEYGFTF. The MHC is HLA-A02:01 with pseudo-sequence HLA-A02:01. The binding affinity (normalized) is 0.569.